Dataset: Full USPTO retrosynthesis dataset with 1.9M reactions from patents (1976-2016). Task: Predict the reactants needed to synthesize the given product. The reactants are: [Cl:1][C:2]1[CH:8]=[CH:7][C:5]([NH2:6])=[C:4]([F:9])[CH:3]=1.[C:10]1(Cl)[C:16](=O)C(Cl)=C(Cl)C(=O)[C:11]=1Cl.Cl.C(C=C)=O. Given the product [Cl:1][C:2]1[CH:8]=[C:7]2[C:5](=[C:4]([F:9])[CH:3]=1)[N:6]=[CH:16][CH:10]=[CH:11]2, predict the reactants needed to synthesize it.